From a dataset of Full USPTO retrosynthesis dataset with 1.9M reactions from patents (1976-2016). Predict the reactants needed to synthesize the given product. (1) Given the product [Br:1][C:2]1[C:3]([C:29]2[CH:34]=[CH:33][CH:32]=[CH:31][C:30]=2[Cl:35])=[N:4][O:5][C:6]=1[C@@H:7]1[C@:12]([C:14]2[CH:19]=[CH:18][C:17]([F:20])=[C:16]([F:21])[CH:15]=2)([OH:13])[CH2:11][CH2:10][NH:9][CH2:8]1, predict the reactants needed to synthesize it. The reactants are: [Br:1][C:2]1[C:3]([C:29]2[CH:34]=[CH:33][CH:32]=[CH:31][C:30]=2[Cl:35])=[N:4][O:5][C:6]=1[C@@H:7]1[C@:12]([C:14]2[CH:19]=[CH:18][C:17]([F:20])=[C:16]([F:21])[CH:15]=2)([OH:13])[CH2:11][CH2:10][N:9](C(OC(C)(C)C)=O)[CH2:8]1.Cl.O1CCOCC1. (2) Given the product [Cl:20][C:11]1[C:12]([N:14]([CH2:16][CH:17]([CH3:19])[CH3:18])[CH3:15])=[CH:13][C:8]2[N:7]=[C:24]([C:25]3[CH:30]=[CH:29][CH:28]=[C:27]([N:31]4[CH:35]=[N:34][CH:33]=[N:32]4)[CH:26]=3)[CH2:23][C:22](=[O:37])[NH:21][C:9]=2[CH:10]=1, predict the reactants needed to synthesize it. The reactants are: C(OC(=O)[NH:7][C:8]1[CH:13]=[C:12]([N:14]([CH2:16][CH:17]([CH3:19])[CH3:18])[CH3:15])[C:11]([Cl:20])=[CH:10][C:9]=1[NH:21][C:22](=[O:37])[CH2:23][C:24](=O)[C:25]1[CH:30]=[CH:29][CH:28]=[C:27]([N:31]2[CH:35]=[N:34][CH:33]=[N:32]2)[CH:26]=1)(C)(C)C.C(O)(C(F)(F)F)=O. (3) Given the product [F:15][C:4]1[CH:3]=[C:2]([B:19]2[O:20][C:21]([CH3:23])([CH3:22])[C:17]([CH3:33])([CH3:16])[O:18]2)[CH:7]=[CH:6][C:5]=1[CH:8]([OH:14])[C:9]([N:11]([CH3:13])[CH3:12])=[O:10], predict the reactants needed to synthesize it. The reactants are: Br[C:2]1[CH:7]=[CH:6][C:5]([CH:8]([OH:14])[C:9]([N:11]([CH3:13])[CH3:12])=[O:10])=[C:4]([F:15])[CH:3]=1.[CH3:16][C:17]1([CH3:33])[C:21]([CH3:23])([CH3:22])[O:20][B:19]([B:19]2[O:20][C:21]([CH3:23])([CH3:22])[C:17]([CH3:33])([CH3:16])[O:18]2)[O:18]1. (4) Given the product [Cl:40][CH2:27][C:28]1[N:9]=[C:3]2[C:2]([CH3:1])=[CH:7][CH:6]=[C:5]([CH3:8])[N:4]2[N:33]=1, predict the reactants needed to synthesize it. The reactants are: [CH3:1][C:2]1[C:3]([NH2:9])=[N:4][C:5]([CH3:8])=[CH:6][CH:7]=1.NO.CC1C=C(C)C=C(C)C=1S([O-])(=O)=O.C1CC[N:33]2[C:28](=NCCC2)[CH2:27]C1.COC(=O)C[Cl:40]. (5) Given the product [NH2:1][C:4]1[CH:19]=[CH:18][C:7]([C:8]([O:10][CH2:11][C:12]2[CH:17]=[CH:16][CH:15]=[CH:14][CH:13]=2)=[O:9])=[CH:6][C:5]=1[O:20][CH2:21][CH2:22][O:23][CH:24]1[CH2:29][CH2:28][CH2:27][CH2:26][O:25]1, predict the reactants needed to synthesize it. The reactants are: [N+:1]([C:4]1[CH:19]=[CH:18][C:7]([C:8]([O:10][CH2:11][C:12]2[CH:17]=[CH:16][CH:15]=[CH:14][CH:13]=2)=[O:9])=[CH:6][C:5]=1[O:20][CH2:21][CH2:22][O:23][CH:24]1[CH2:29][CH2:28][CH2:27][CH2:26][O:25]1)([O-])=O.[Cl-].[NH4+]. (6) Given the product [CH2:9]([N:16]1[C:25]2[C:20](=[CH:21][CH:22]=[CH:23][N:24]=2)[C:19]([N:34]2[CH2:35][CH2:36][N:31]([C:37]([C:39]3[S:40][CH:41]=[CH:42][CH:43]=3)=[O:38])[CH2:32][CH2:33]2)=[C:18]([N+:27]([O-:29])=[O:28])[C:17]1=[O:30])[C:10]1[CH:15]=[CH:14][CH:13]=[CH:12][CH:11]=1, predict the reactants needed to synthesize it. The reactants are: C1N2CCN(CC2)C1.[CH2:9]([N:16]1[C:25]2[C:20](=[CH:21][CH:22]=[CH:23][N:24]=2)[C:19](Cl)=[C:18]([N+:27]([O-:29])=[O:28])[C:17]1=[O:30])[C:10]1[CH:15]=[CH:14][CH:13]=[CH:12][CH:11]=1.[N:31]1([C:37]([C:39]2[S:40][CH:41]=[CH:42][CH:43]=2)=[O:38])[CH2:36][CH2:35][NH:34][CH2:33][CH2:32]1. (7) Given the product [NH2:20][CH2:19][C:16]1[CH:17]=[CH:18][C:13]([NH:12][C:10](=[O:11])[CH2:9][CH2:8][CH2:7][CH2:6][CH2:5][CH2:4][C:3]([NH:29][OH:30])=[O:2])=[CH:14][CH:15]=1.[C:33]([OH:39])([C:35]([F:38])([F:37])[F:36])=[O:34], predict the reactants needed to synthesize it. The reactants are: C[O:2][C:3](=O)[CH2:4][CH2:5][CH2:6][CH2:7][CH2:8][CH2:9][C:10]([NH:12][C:13]1[CH:18]=[CH:17][C:16]([CH2:19][NH:20]C(OC(C)(C)C)=O)=[CH:15][CH:14]=1)=[O:11].[NH2:29][OH:30].[OH-].[K+].[C:33]([OH:39])([C:35]([F:38])([F:37])[F:36])=[O:34]. (8) The reactants are: [CH3:1][C:2]1[CH:3]=[CH:4][C:5]2[O:10][CH2:9][CH2:8][NH:7][C:6]=2[CH:11]=1.[Br:12][C:13]1[CH:14]=[C:15]([CH:19]=[C:20]([Br:23])[C:21]=1[OH:22])[C:16](Cl)=[O:17]. Given the product [Br:12][C:13]1[CH:14]=[C:15]([C:16]([N:7]2[C:6]3[CH:11]=[C:2]([CH3:1])[CH:3]=[CH:4][C:5]=3[O:10][CH2:9][CH2:8]2)=[O:17])[CH:19]=[C:20]([Br:23])[C:21]=1[OH:22], predict the reactants needed to synthesize it.